From a dataset of Forward reaction prediction with 1.9M reactions from USPTO patents (1976-2016). Predict the product of the given reaction. (1) Given the reactants [N+:1]([C:4]1[CH:5]=[C:6]([CH:8]=[CH:9][CH:10]=1)[NH2:7])([O-:3])=[O:2].[F:11][C:12]([F:23])([F:22])[C:13]1[CH:14]=[C:15]([CH:19]=[CH:20][CH:21]=1)[C:16](O)=[O:17].F[P-](F)(F)(F)(F)F.N1(OC(N(C)C)=[N+](C)C)C2N=CC=CC=2N=N1.CCN(C(C)C)C(C)C, predict the reaction product. The product is: [N+:1]([C:4]1[CH:5]=[C:6]([NH:7][C:16](=[O:17])[C:15]2[CH:19]=[CH:20][CH:21]=[C:13]([C:12]([F:11])([F:22])[F:23])[CH:14]=2)[CH:8]=[CH:9][CH:10]=1)([O-:3])=[O:2]. (2) The product is: [NH2:16][C:15]1[C:10]([C:9]#[C:8][C:4]2[CH:3]=[C:2]([NH:1][C:27](=[O:28])[CH2:26][C:23]3[CH:22]=[CH:21][C:20]([C:19]([F:30])([F:18])[F:31])=[CH:25][CH:24]=3)[CH:7]=[CH:6][CH:5]=2)=[C:11]([NH2:17])[N:12]=[CH:13][N:14]=1. Given the reactants [NH2:1][C:2]1[CH:3]=[C:4]([C:8]#[C:9][C:10]2[C:11]([NH2:17])=[N:12][CH:13]=[N:14][C:15]=2[NH2:16])[CH:5]=[CH:6][CH:7]=1.[F:18][C:19]([F:31])([F:30])[C:20]1[CH:25]=[CH:24][C:23]([CH2:26][C:27](O)=[O:28])=[CH:22][CH:21]=1, predict the reaction product. (3) Given the reactants C[O:2][C:3]([C:5]1[CH:10]=[C:9]([CH3:11])[N:8]=[C:7]([N:12]2[CH2:16][C@H:15]([S:17][C:18]([C:31]3[CH:36]=[CH:35][CH:34]=[CH:33][CH:32]=3)([C:25]3[CH:30]=[CH:29][CH:28]=[CH:27][CH:26]=3)[C:19]3[CH:24]=[CH:23][CH:22]=[CH:21][CH:20]=3)[CH2:14][C@H:13]2[CH2:37][O:38][CH2:39][C:40]2[CH:45]=[C:44]([F:46])[C:43]([F:47])=[CH:42][C:41]=2[F:48])[N:6]=1)=[O:4], predict the reaction product. The product is: [CH3:11][C:9]1[N:8]=[C:7]([N:12]2[CH2:16][C@H:15]([S:17][C:18]([C:19]3[CH:24]=[CH:23][CH:22]=[CH:21][CH:20]=3)([C:25]3[CH:26]=[CH:27][CH:28]=[CH:29][CH:30]=3)[C:31]3[CH:32]=[CH:33][CH:34]=[CH:35][CH:36]=3)[CH2:14][C@H:13]2[CH2:37][O:38][CH2:39][C:40]2[CH:45]=[C:44]([F:46])[C:43]([F:47])=[CH:42][C:41]=2[F:48])[N:6]=[C:5]([C:3]([OH:4])=[O:2])[CH:10]=1.